Dataset: Catalyst prediction with 721,799 reactions and 888 catalyst types from USPTO. Task: Predict which catalyst facilitates the given reaction. (1) Reactant: [CH3:1][O:2][C:3]1[CH:11]=[C:10]([S:12][CH3:13])[CH:9]=[CH:8][C:4]=1[C:5]([OH:7])=O.C(Cl)(=O)C(Cl)=O.C(N(CC)C(C)C)(C)C.Cl.[Br:30][C:31]1[CH:38]=[CH:37][C:34]([CH2:35][NH2:36])=[C:33]([F:39])[CH:32]=1. Product: [Br:30][C:31]1[CH:38]=[CH:37][C:34]([CH2:35][NH:36][C:5](=[O:7])[C:4]2[CH:8]=[CH:9][C:10]([S:12][CH3:13])=[CH:11][C:3]=2[O:2][CH3:1])=[C:33]([F:39])[CH:32]=1. The catalyst class is: 120. (2) Reactant: [NH2:1][CH:2]1[CH2:7][CH2:6][N:5]([CH2:8][C:9]2[CH:14]=[CH:13][CH:12]=[CH:11][CH:10]=2)[CH2:4][CH2:3]1.F[C:16]1[CH:21]=[CH:20][C:19]([S:22]([CH3:25])(=[O:24])=[O:23])=[CH:18][C:17]=1[N+:26]([O-:28])=[O:27].C(=O)([O-])[O-].[Na+].[Na+]. Product: [CH2:8]([N:5]1[CH2:6][CH2:7][CH:2]([NH:1][C:16]2[CH:21]=[CH:20][C:19]([S:22]([CH3:25])(=[O:24])=[O:23])=[CH:18][C:17]=2[N+:26]([O-:28])=[O:27])[CH2:3][CH2:4]1)[C:9]1[CH:14]=[CH:13][CH:12]=[CH:11][CH:10]=1. The catalyst class is: 16. (3) Reactant: [NH2:1][C:2]1[C:7]([C:8]#[N:9])=[CH:6][C:5]([F:10])=[CH:4][N:3]=1.C(N(CC)CC)C.Cl.[NH2:19][OH:20]. Product: [NH2:1][C:2]1[N:3]=[CH:4][C:5]([F:10])=[CH:6][C:7]=1[C:8]([NH:19][OH:20])=[NH:9]. The catalyst class is: 8.